This data is from Experimentally validated miRNA-target interactions with 360,000+ pairs, plus equal number of negative samples. The task is: Binary Classification. Given a miRNA mature sequence and a target amino acid sequence, predict their likelihood of interaction. (1) The miRNA is hsa-miR-4662a-3p with sequence AAAGAUAGACAAUUGGCUAAAU. The protein sequence of the target gene is MAPRLCSISVTARRLLGGPGPRAGDVASAAAARFYSKDNEGSWFRSLFVHKVDPRKDAHSTLLSKKETSNLYKIQFHNVKPEYLDAYNSLTEAVLPKLHLDEDYPCSLVGNWNTWYGEQDQAVHLWRFSGGYPALMDCMNKLKNNKEYLEFRRERSQMLLSRRNQLLLEFSFWNEPQPRMGPNIYELRTYKLKPGTMIEWGNNWARAIKYRQENQEAVGGFFSQIGELYVVHHLWAYKDLQSREETRNAAWRKRGWDENVYYTVPLVRHMESRIMIPLKISPLQ. Result: 0 (no interaction). (2) The miRNA is hsa-miR-122-5p with sequence UGGAGUGUGACAAUGGUGUUUG. The protein sequence of the target gene is MAATLGSGERWTEAYIDAVRRNKYPEDTPPESHDPCGCCNCMKAQKEKKSENEWTQTRQGEGNSTYSEEQLLGVQRIKKCRNYYEILGVSRDASDEELKKAYRKLALKFHPDKNCAPGATDAFKAIGNAFAVLSNPDKRLRYDEYGDEQVTFTAPRARPYNYYRDFEADITPEELFNVFFGGHFPTGNIHMFSNVTDDTYYYRRRHRHERTQTQKEEEEEKPQTTYSAFIQLLPVLVIVIISVITQLLATNPPYSLFYKSTLGYTISRETQNLQVPYFVDKNFDKAYRGASLHDLEKTIE.... Result: 1 (interaction). (3) The miRNA is hsa-miR-4444 with sequence CUCGAGUUGGAAGAGGCG. The protein sequence of the target gene is MAGSEPRSGTNSPPPPFSDWGRLEAAILSGWKTFWQSVSKERVARTTSREEVDEAASTLTRLPIDVQLYILSFLSPHDLCQLGSTNHYWNETVRDPILWRYFLLRDLPSWSSVDWKSLPDLEILKKPISEVTDGAFFDYMAVYRMCCPYTRRASKSSRPMYGAVTSFLHSLIIQNEPRFAMFGPGLEELNTSLVLSLMSSEELCPTAGLPQRQIDGIGSGVNFQLNNQHKFNILILYSTTRKERDRAREEHTSAVNKMFSRHNEGDDQQGSRYSVIPQIQKVCEVVDGFIYVANAEAHKR.... Result: 0 (no interaction).